Task: Predict hERG channel inhibition at various concentrations.. Dataset: hERG Central: cardiac toxicity at 1µM, 10µM, and general inhibition The compound is CCN(C(=O)CSc1nc2ccccc2c(=O)n1Cc1ccc(C)cc1)C1CCS(=O)(=O)C1. Results: hERG_inhib (hERG inhibition (general)): blocker.